From a dataset of Forward reaction prediction with 1.9M reactions from USPTO patents (1976-2016). Predict the product of the given reaction. (1) Given the reactants S(Cl)([Cl:4])(=O)=O.[C:6](=[O:33])(SCC)[O:7][CH2:8][O:9][C:10](=[O:29])[C:11]1[CH:16]=[C:15]([S:17]([NH2:20])(=[O:19])=[O:18])[C:14]([Cl:21])=[CH:13][C:12]=1[NH:22][CH2:23][C:24]1[O:25][CH:26]=[CH:27][CH:28]=1, predict the reaction product. The product is: [C:6]([Cl:4])(=[O:33])[O:7][CH2:8][O:9][C:10](=[O:29])[C:11]1[CH:16]=[C:15]([S:17]([NH2:20])(=[O:19])=[O:18])[C:14]([Cl:21])=[CH:13][C:12]=1[NH:22][CH2:23][C:24]1[O:25][CH:26]=[CH:27][CH:28]=1. (2) Given the reactants [Br:1][C:2]1[CH:7]=[CH:6][C:5]([SH:8])=[CH:4][CH:3]=1.[OH-].[K+].Br[C:12]([CH3:21])([CH3:20])[C:13]([O:15][C:16]([CH3:19])([CH3:18])[CH3:17])=[O:14], predict the reaction product. The product is: [Br:1][C:2]1[CH:7]=[CH:6][C:5]([S:8][C:12]([CH3:21])([CH3:20])[C:13]([O:15][C:16]([CH3:19])([CH3:18])[CH3:17])=[O:14])=[CH:4][CH:3]=1. (3) Given the reactants [O:1]1[C:5]2([CH2:10][CH2:9][CH2:8][CH2:7][CH:6]2[C:11]([OH:13])=O)[O:4][CH2:3][CH2:2]1.C(Cl)(=O)C(Cl)=O.N1C=CC=CC=1.[F:26][C:27]1[CH:28]=[C:29]([CH2:33][CH2:34][NH2:35])[CH:30]=[CH:31][CH:32]=1, predict the reaction product. The product is: [F:26][C:27]1[CH:28]=[C:29]([CH2:33][CH2:34][NH:35][C:11]([CH:6]2[CH2:7][CH2:8][CH2:9][CH2:10][C:5]32[O:1][CH2:2][CH2:3][O:4]3)=[O:13])[CH:30]=[CH:31][CH:32]=1. (4) Given the reactants [I:1][C:2]1[CH:3]=[N:4][NH:5][CH:6]=1.C([O-])([O-])=O.[Cs+].[Cs+].Br[CH2:14][CH2:15][CH2:16][O:17][CH:18]1[CH2:23][CH2:22][CH2:21][CH2:20][O:19]1.O, predict the reaction product. The product is: [I:1][C:2]1[CH:3]=[N:4][N:5]([CH2:14][CH2:15][CH2:16][O:17][CH:18]2[CH2:23][CH2:22][CH2:21][CH2:20][O:19]2)[CH:6]=1. (5) Given the reactants Cl.[NH2:2][CH2:3][C:4]([CH3:9])([CH3:8])[C:5]([OH:7])=[O:6].[CH2:10]([O:12][C:13](Cl)=[O:14])[CH3:11], predict the reaction product. The product is: [CH2:10]([O:12][C:13]([NH:2][CH2:3][C:4]([CH3:9])([CH3:8])[C:5]([OH:7])=[O:6])=[O:14])[CH3:11].